Dataset: Peptide-MHC class II binding affinity with 134,281 pairs from IEDB. Task: Regression. Given a peptide amino acid sequence and an MHC pseudo amino acid sequence, predict their binding affinity value. This is MHC class II binding data. (1) The peptide sequence is GELQIVDKIDAAFII. The MHC is DRB1_1201 with pseudo-sequence DRB1_1201. The binding affinity (normalized) is 0.730. (2) The peptide sequence is DYVRMWVQAATVMSA. The MHC is DRB1_1501 with pseudo-sequence DRB1_1501. The binding affinity (normalized) is 0.444. (3) The peptide sequence is AAHRARANESATILM. The MHC is HLA-DQA10103-DQB10603 with pseudo-sequence HLA-DQA10103-DQB10603. The binding affinity (normalized) is 0.320.